This data is from Full USPTO retrosynthesis dataset with 1.9M reactions from patents (1976-2016). The task is: Predict the reactants needed to synthesize the given product. (1) Given the product [Cl:1][C:2]1[C:3]([N:8]2[C:12]([C:13]([O:15][CH2:16][CH3:17])=[O:14])=[CH:11][C:10]([O:18][CH2:20][CH:21]([F:23])[F:22])=[N:9]2)=[N:4][CH:5]=[CH:6][CH:7]=1, predict the reactants needed to synthesize it. The reactants are: [Cl:1][C:2]1[C:3]([N:8]2[C:12]([C:13]([O:15][CH2:16][CH3:17])=[O:14])=[CH:11][C:10]([OH:18])=[N:9]2)=[N:4][CH:5]=[CH:6][CH:7]=1.I[CH2:20][CH:21]([F:23])[F:22].C(=O)([O-])[O-].[K+].[K+]. (2) Given the product [CH2:29]([O:31][P:32]([CH:37]([C:40]1[CH:41]=[CH:42][C:43]([N+:46]([O-:48])=[O:47])=[CH:44][CH:45]=1)[CH3:38])(=[O:36])[O:33][CH2:34][CH3:35])[CH3:30], predict the reactants needed to synthesize it. The reactants are: [Li+].CC([N-]C(C)C)C.C(OP(CC1C=CC([N+]([O-])=O)=CC=1)(=O)OCC)C.IC.[CH2:29]([O:31][P:32]([C:37]([C:40]1[CH:45]=[CH:44][C:43]([N+:46]([O-:48])=[O:47])=[CH:42][CH:41]=1)(C)[CH3:38])(=[O:36])[O:33][CH2:34][CH3:35])[CH3:30]. (3) Given the product [CH:1]([C:3]1[N:4]=[C:5]([CH:8]2[CH2:13][CH2:12][NH:11][CH2:10][CH2:9]2)[S:6][CH:7]=1)=[CH2:2], predict the reactants needed to synthesize it. The reactants are: [CH:1]([C:3]1[N:4]=[C:5]([CH:8]2[CH2:13][CH2:12][N:11](C(OC(C)(C)C)=O)[CH2:10][CH2:9]2)[S:6][CH:7]=1)=[CH2:2].Cl.C(OCC)C.[OH-].[Na+].